From a dataset of Catalyst prediction with 721,799 reactions and 888 catalyst types from USPTO. Predict which catalyst facilitates the given reaction. (1) Reactant: [CH2:1](O)[CH2:2][O:3][CH2:4][CH2:5][O:6][CH2:7][CH2:8][O:9][CH2:10][CH2:11][OH:12].C(Cl)(Cl)[Cl:15].S(Cl)(Cl)=O. Product: [Cl:15][CH2:1][CH2:2][O:3][CH2:4][CH2:5][O:6][CH2:7][CH2:8][O:9][CH2:10][CH2:11][OH:12]. The catalyst class is: 17. (2) Reactant: CC(C)=O.C(=O)([O-])[O-].[K+].[K+].[CH2:11](Br)[CH:12]=[C:13]([CH3:15])[CH3:14].[OH:17][C:18]1[CH:28]=[CH:27][C:21]2[N:22]=[C:23]([C:25]#[N:26])[S:24][C:20]=2[CH:19]=1. Product: [CH2:11]([O:17][C:18]1[CH:28]=[CH:27][C:21]2[N:22]=[C:23]([C:25]#[N:26])[S:24][C:20]=2[CH:19]=1)[CH:12]=[C:13]([CH3:15])[CH3:14]. The catalyst class is: 644. (3) Reactant: C1(P(C2C=CC=CC=2)C2C=CC=CC=2)C=CC=CC=1.[N:20]([CH2:23][CH2:24][CH2:25][C:26]1[S:27][CH:28]=[C:29]([C:31]2[CH:36]=[CH:35][CH:34]=[CH:33][CH:32]=2)[N:30]=1)=[N+]=[N-]. Product: [C:31]1([C:29]2[N:30]=[C:26]([CH2:25][CH2:24][CH2:23][NH2:20])[S:27][CH:28]=2)[CH:32]=[CH:33][CH:34]=[CH:35][CH:36]=1. The catalyst class is: 20. (4) Reactant: C([O:5][C:6](=[O:27])[CH2:7][O:8][CH2:9][C:10]1[CH:26]=[CH:25][C:13]([O:14][C:15]2[CH:24]=[CH:23][C:18]([C:19]([O:21][CH3:22])=[O:20])=[CH:17][CH:16]=2)=[CH:12][CH:11]=1)(C)(C)C. Product: [CH3:22][O:21][C:19]([C:18]1[CH:23]=[CH:24][C:15]([O:14][C:13]2[CH:25]=[CH:26][C:10]([CH2:9][O:8][CH2:7][C:6]([OH:27])=[O:5])=[CH:11][CH:12]=2)=[CH:16][CH:17]=1)=[O:20]. The catalyst class is: 33. (5) Reactant: [Br:1][C:2]1[CH:7]=[CH:6][C:5]([C:8]2[N:9]=[C:10]([C:21]3[CH:22]=[N:23][CH:24]=[CH:25][CH:26]=3)N=N[C:13]=2[C:14]2[CH:19]=[CH:18][C:17]([Br:20])=[CH:16][CH:15]=2)=[CH:4][CH:3]=1.[C:27]1(C)C=CC(C)=C[CH:28]=1.C12CC(C=C1)C=C2.O. Product: [Br:20][C:17]1[CH:18]=[CH:19][C:14]([C:13]2[CH:27]=[CH:28][C:10]([C:21]3[CH:22]=[N:23][CH:24]=[CH:25][CH:26]=3)=[N:9][C:8]=2[C:5]2[CH:6]=[CH:7][C:2]([Br:1])=[CH:3][CH:4]=2)=[CH:15][CH:16]=1. The catalyst class is: 175. (6) Reactant: [CH3:1][O:2][C:3]1[CH:33]=[C:32]([O:34][CH3:35])[CH:31]=[CH:30][C:4]=1[CH2:5][N:6]1[C:11](=[O:12])[C:10]([C:13]([O:15]C)=[O:14])=[C:9]([OH:17])[C:8]2[CH2:18][CH2:19][CH2:20][C:21]3[CH:26]=[C:25]([N:27]([CH3:29])[CH3:28])[CH:24]=[CH:23][C:22]=3[C:7]1=2.[Li+].[I-].Cl. Product: [CH3:1][O:2][C:3]1[CH:33]=[C:32]([O:34][CH3:35])[CH:31]=[CH:30][C:4]=1[CH2:5][N:6]1[C:11](=[O:12])[C:10]([C:13]([OH:15])=[O:14])=[C:9]([OH:17])[C:8]2[CH2:18][CH2:19][CH2:20][C:21]3[CH:26]=[C:25]([N:27]([CH3:29])[CH3:28])[CH:24]=[CH:23][C:22]=3[C:7]1=2. The catalyst class is: 25. (7) Product: [F:1][C:2]([F:7])([F:6])[C:3]([OH:5])=[O:4].[F:8][C:9]([F:14])([F:13])[C:10]([OH:12])=[O:11].[F:1][C:2]([F:7])([F:6])[C:3]([OH:5])=[O:4].[CH3:15][C:16]1[CH:25]=[C:24]([CH2:26][O:27][C:28]2[CH:29]=[CH:30][C:31]([C:34]3([N:43]4[CH2:48][CH2:47][NH:46][CH2:45][CH2:44]4)[C:39](=[O:40])[NH:38][C:37](=[O:41])[NH:36][C:35]3=[O:42])=[CH:32][CH:33]=2)[C:23]2[C:18](=[CH:19][CH:20]=[CH:21][CH:22]=2)[N:17]=1. The catalyst class is: 4. Reactant: [F:1][C:2]([F:7])([F:6])[C:3]([OH:5])=[O:4].[F:8][C:9]([F:14])([F:13])[C:10]([OH:12])=[O:11].[CH3:15][C:16]1[CH:25]=[C:24]([CH2:26][O:27][C:28]2[CH:33]=[CH:32][C:31]([C:34]3([N:43]4[CH2:48][CH2:47][N:46](C(OC(C)(C)C)=O)[CH2:45][CH2:44]4)[C:39](=[O:40])[NH:38][C:37](=[O:41])[NH:36][C:35]3=[O:42])=[CH:30][CH:29]=2)[C:23]2[C:18](=[CH:19][CH:20]=[CH:21][CH:22]=2)[N:17]=1.